The task is: Binary Classification. Given a drug SMILES string, predict its activity (active/inactive) in a high-throughput screening assay against a specified biological target.. This data is from Cav3 T-type calcium channel HTS with 100,875 compounds. (1) The drug is O=c1ncn2CCCCCc2c1C#N. The result is 0 (inactive). (2) The compound is S(CC(OC1CCCCC1)=O)c1oc(nn1)c1cccnc1. The result is 0 (inactive). (3) The molecule is S=C(N1CCN(CC1)c1cc(OC)ccc1)NCCc1ccccc1. The result is 0 (inactive). (4) The result is 0 (inactive). The drug is O(c1ccc(C(=O)Nc2nn(nn2)CCC)cc1)C. (5) The drug is O(c1c(C2n3[nH]c(nc3=NC(C2)c2ccccc2)N)cccc1)CC. The result is 0 (inactive). (6) The drug is o1c2c(c(COC(=O)c3cc(N(C)C)ccc3)cc1=O)ccc(O)c2. The result is 0 (inactive).